From a dataset of Forward reaction prediction with 1.9M reactions from USPTO patents (1976-2016). Predict the product of the given reaction. (1) Given the reactants [CH3:1][C:2](C)([O-:4])[CH3:3].[Na+].CC(O)C.Cl[C:12]1[N:13]=[CH:14][C:15]([C:18]([O:20]C)=[O:19])=[N:16][CH:17]=1, predict the reaction product. The product is: [CH:2]([O:4][C:12]1[N:13]=[CH:14][C:15]([C:18]([OH:20])=[O:19])=[N:16][CH:17]=1)([CH3:3])[CH3:1]. (2) Given the reactants F[C:2]1[CH:3]=[CH:4][C:5]([N+:11]([O-:13])=[O:12])=[C:6]([CH:10]=1)[C:7]([OH:9])=[O:8].[CH3:14][N:15]1[CH2:21][CH2:20][CH2:19][NH:18][CH2:17][CH2:16]1, predict the reaction product. The product is: [CH3:14][N:15]1[CH2:21][CH2:20][CH2:19][N:18]([C:2]2[CH:3]=[CH:4][C:5]([N+:11]([O-:13])=[O:12])=[C:6]([CH:10]=2)[C:7]([OH:9])=[O:8])[CH2:17][CH2:16]1. (3) Given the reactants [NH2:1][C:2]1[C:11]2[N:10]=[CH:9][C:8]([CH2:12][CH2:13][C:14]3[CH:22]=[CH:21][C:17]([C:18](Cl)=[O:19])=[CH:16][C:15]=3[CH3:23])=[CH:7][C:6]=2[C:5]2[CH:24]=[CH:25][C:26]([CH3:28])=[CH:27][C:4]=2[N:3]=1.[NH:29]1[CH2:34][CH2:33][NH:32][CH2:31][CH2:30]1, predict the reaction product. The product is: [NH2:1][C:2]1[C:11]2[N:10]=[CH:9][C:8]([CH2:12][CH2:13][C:14]3[CH:22]=[CH:21][C:17]([C:18]([N:29]4[CH2:34][CH2:33][NH:32][CH2:31][CH2:30]4)=[O:19])=[CH:16][C:15]=3[CH3:23])=[CH:7][C:6]=2[C:5]2[CH:24]=[CH:25][C:26]([CH3:28])=[CH:27][C:4]=2[N:3]=1. (4) Given the reactants Cl[C:2]1[CH:7]=[CH:6][N:5]=[CH:4][C:3]=1[N+:8]([O-:10])=[O:9].[OH:11][CH:12]1[CH2:17][CH2:16][CH2:15][NH:14][CH2:13]1.C(N(CC)CC)C, predict the reaction product. The product is: [N+:8]([C:3]1[CH:4]=[N:5][CH:6]=[CH:7][C:2]=1[N:14]1[CH2:15][CH2:16][CH2:17][CH:12]([OH:11])[CH2:13]1)([O-:10])=[O:9]. (5) Given the reactants C([O:5][C:6]([CH:8]1[NH:12][CH:11]([CH2:13][C:14]([CH3:17])([CH3:16])[CH3:15])[C:10]2([C:25]3[C:20](=[CH:21][C:22]([Cl:27])=[C:23]([F:26])[CH:24]=3)[NH:19][C:18]2=[O:28])[CH:9]1[C:29]1[CH:34]=[CH:33][CH:32]=[C:31]([Cl:35])[C:30]=1[F:36])=[O:7])(C)(C)C.[F:37][C:38]([F:43])([F:42])[C:39]([OH:41])=[O:40], predict the reaction product. The product is: [F:37][C:38]([F:43])([F:42])[C:39]([OH:41])=[O:40].[Cl:27][C:22]1[CH:21]=[C:20]2[NH:19][C:18](=[O:28])[C:10]3([CH:9]([C:29]4[CH:34]=[CH:33][CH:32]=[C:31]([Cl:35])[C:30]=4[F:36])[CH:8]([C:6]([OH:7])=[O:5])[NH:12][CH:11]3[CH2:13][C:14]([CH3:15])([CH3:16])[CH3:17])[C:25]2=[CH:24][C:23]=1[F:26]. (6) The product is: [Br:42][CH2:21][C:20]([C:16]1[CH:17]=[CH:18][CH:19]=[C:14](/[CH:13]=[CH:12]/[C:8]2[CH:7]=[CH:6][C:5]3[C:10](=[CH:11][C:2]([Cl:1])=[CH:3][CH:4]=3)[N:9]=2)[CH:15]=1)=[O:22]. Given the reactants [Cl:1][C:2]1[CH:11]=[C:10]2[C:5]([CH:6]=[CH:7][C:8](/[CH:12]=[CH:13]/[C:14]3[CH:15]=[C:16]([C:20](=[O:22])[CH3:21])[CH:17]=[CH:18][CH:19]=3)=[N:9]2)=[CH:4][CH:3]=1.C1(C)C=CC=CC=1.CS(O)(=O)=O.C1C(=O)N([Br:42])C(=O)C1, predict the reaction product. (7) Given the reactants [CH3:1][C:2]1[NH:3][C:4]2[C:9]([C:10]=1[CH3:11])=[CH:8][C:7]([C:12]([O:14][CH2:15][CH3:16])=[O:13])=[CH:6][CH:5]=2.[C:17]1([CH2:23][CH2:24]O)[CH:22]=[CH:21][CH:20]=[CH:19][CH:18]=1.C(C=C1CCP(C)C1(C)C)#N, predict the reaction product. The product is: [CH3:1][C:2]1[N:3]([CH2:24][CH2:23][C:17]2[CH:22]=[CH:21][CH:20]=[CH:19][CH:18]=2)[C:4]2[C:9]([C:10]=1[CH3:11])=[CH:8][C:7]([C:12]([O:14][CH2:15][CH3:16])=[O:13])=[CH:6][CH:5]=2. (8) Given the reactants O[C:2]1[CH:3]=[C:4]([C:8]2[CH:9]=[C:10]3[N:15]([CH:16]=2)[CH:14]=[CH:13][CH:12]=[CH:11]3)[CH:5]=[CH:6][CH:7]=1.[Cl-].[CH3:18][O-:19].[Na+], predict the reaction product. The product is: [N:15]1([CH2:16][CH2:8][CH2:18][O:19][C:5]2[CH:6]=[CH:7][CH:2]=[CH:3][C:4]=2[C:8]2[CH:9]=[C:10]3[N:15]([CH:16]=2)[CH:14]=[CH:13][CH:12]=[CH:11]3)[CH2:10][CH2:11][CH2:12][CH2:13][CH2:14]1. (9) The product is: [NH2:36][C:22]1[N:23]=[C:24]([C:26]2[CH:35]=[C:34]3[C:29]([CH2:30][CH2:31][N:32]([C:8](=[O:9])[CH2:7][CH:6]([NH:5][C:3](=[O:4])[O:2][CH3:1])[CH3:11])[CH2:33]3)=[CH:28][CH:27]=2)[CH:25]=[C:20]([N:17]2[CH2:16][CH2:15][N:14]([CH3:13])[CH2:19][CH2:18]2)[N:21]=1. Given the reactants [CH3:1][O:2][C:3]([NH:5][CH:6]([CH3:11])[CH2:7][C:8](O)=[O:9])=[O:4].Cl.[CH3:13][N:14]1[CH2:19][CH2:18][N:17]([C:20]2[CH:25]=[C:24]([C:26]3[CH:35]=[C:34]4[C:29]([CH2:30][CH2:31][NH:32][CH2:33]4)=[CH:28][CH:27]=3)[N:23]=[C:22]([NH2:36])[N:21]=2)[CH2:16][CH2:15]1, predict the reaction product.